From a dataset of B-cell epitopes from IEDB database with 3,159 antigens for binding position prediction. Token-level Classification. Given an antigen amino acid sequence, predict which amino acid positions are active epitope sites capable of antibody binding. Output is a list of indices for active positions. Given the antigen sequence: MRPADLLQLVLLLDLPRDLGGMGCSSPPCECHQEEDFRVTCKDIQRIPSLPPSTQTLKLIETHLRTIPSHAFSNLPNISRIYVSIDVTLQQLESHSFYNLSKVTHIEIRNTRNLTYIDPDALKELPLLKFLGIFNTGLKMFPDLTKVYSTDIFFILEITDNPYMTSIPVNAFQGLCNETLTLKLYNNGFTSVQGYAFNGTKLDAVYLNKNKYLTVIDKDAFGGVYSGPSLLDVSQTSVTALPSKGLEHLKELIARNTWTLKKLPLSLSFLHLTRADLSYPSHCCAFKNQKKIRGILESLMCNESSMQSLRQRKSVNALNSPLHQEYEENLGDSIVGYKEKSKFQDTHNNAHYYVFFEEQEDEIIGFGQELKNPQEETLQAFDSHYDYTICGDSEDMVCTPKSDEFNPCEDIMGYKFLRIVVWFVSLLALLGNVFVLLILLTSHYKLNVPRFLMCNLAFADFCMGMYLLLIASVDLYTHSEYYNHAIDWQTGPGCNTAGFF..., which amino acid positions are active epitope sites? The epitope positions are: [286, 287, 288, 289, 290, 291, 292, 293, 294, 295, 296, 297, 298, 299, 300]. The amino acids at these positions are: KNQKKIRGILESLMC.